The task is: Regression. Given two drug SMILES strings and cell line genomic features, predict the synergy score measuring deviation from expected non-interaction effect.. This data is from NCI-60 drug combinations with 297,098 pairs across 59 cell lines. Drug 2: C1=CN(C=N1)CC(O)(P(=O)(O)O)P(=O)(O)O. Cell line: IGROV1. Drug 1: CC1=CC=C(C=C1)C2=CC(=NN2C3=CC=C(C=C3)S(=O)(=O)N)C(F)(F)F. Synergy scores: CSS=-0.598, Synergy_ZIP=0.456, Synergy_Bliss=-0.445, Synergy_Loewe=-2.40, Synergy_HSA=-1.53.